Dataset: Full USPTO retrosynthesis dataset with 1.9M reactions from patents (1976-2016). Task: Predict the reactants needed to synthesize the given product. (1) Given the product [F:9][C:10]1[CH:17]=[CH:16][C:13]([C:14]#[N:15])=[C:12]([C:2]2[CH:7]=[CH:6][CH:5]=[C:4]([Br:8])[N:3]=2)[CH:11]=1, predict the reactants needed to synthesize it. The reactants are: Br[C:2]1[CH:7]=[CH:6][CH:5]=[C:4]([Br:8])[N:3]=1.[F:9][C:10]1[CH:17]=[CH:16][C:13]([C:14]#[N:15])=[C:12](B2OC(C)(C)C(C)(C)O2)[CH:11]=1.P([O-])([O-])([O-])=O.[K+].[K+].[K+]. (2) Given the product [Br:24][CH2:25][CH2:26][CH2:27][C:11]1([S:15]([C:18]2[CH:19]=[CH:20][CH:21]=[CH:22][CH:23]=2)(=[O:16])=[O:17])[CH2:12][CH2:13][CH2:14]1, predict the reactants needed to synthesize it. The reactants are: [Li].C1(S([C:11]2([S:15]([C:18]3[CH:23]=[CH:22][CH:21]=[CH:20][CH:19]=3)(=[O:17])=[O:16])[CH2:14][CH2:13][CH2:12]2)(=O)=O)C=CC=CC=1.[Br:24][CH2:25][CH2:26][CH2:27]Br.